This data is from Forward reaction prediction with 1.9M reactions from USPTO patents (1976-2016). The task is: Predict the product of the given reaction. (1) Given the reactants [CH:1]1[C:13]2[CH:12]([CH2:14][O:15][C:16]([NH:18][C:19]3([C:23](O)=[O:24])[CH2:22][O:21][CH2:20]3)=[O:17])[C:11]3[C:6](=[CH:7][CH:8]=[CH:9][CH:10]=3)[C:5]=2[CH:4]=[CH:3][CH:2]=1.Cl.CN(C)CCCN=C=NCC.O.ON1C2C=CC=CC=2N=N1.[Cl:49][C:50]1[CH:51]=[C:52]([F:72])[C:53]([C:66]2[N:70]=[C:69]([CH3:71])[O:68][N:67]=2)=[C:54]([C:56]2[CH:57]=[C:58]([F:65])[C:59]([C@H:62]([NH2:64])[CH3:63])=[N:60][CH:61]=2)[CH:55]=1.C([O-])(O)=O.[Na+], predict the reaction product. The product is: [CH:10]1[C:11]2[CH:12]([CH2:14][O:15][C:16](=[O:17])[NH:18][C:19]3([C:23](=[O:24])[NH:64][C@@H:62]([C:59]4[C:58]([F:65])=[CH:57][C:56]([C:54]5[CH:55]=[C:50]([Cl:49])[CH:51]=[C:52]([F:72])[C:53]=5[C:66]5[N:70]=[C:69]([CH3:71])[O:68][N:67]=5)=[CH:61][N:60]=4)[CH3:63])[CH2:22][O:21][CH2:20]3)[C:13]3[C:5](=[CH:4][CH:3]=[CH:2][CH:1]=3)[C:6]=2[CH:7]=[CH:8][CH:9]=1. (2) The product is: [NH2:1][CH2:2][C@H:3]1[C@H:4]2[C@@:8]([CH3:22])([C:7]([C:24]3[O:25][CH:26]=[CH:27][CH:28]=3)=[CH:6][CH2:5]2)[CH2:9][CH2:10][C@@H:11]1[C@@:12]1([CH3:21])[CH2:17][CH2:16][C@H:15]([OH:18])[CH2:14][C@@H:13]1[CH2:19][OH:20]. Given the reactants [NH2:1][CH2:2][C@@H:3]1[C@@H:11]([C@@:12]2([CH3:21])[CH2:17][CH2:16][C@H:15]([OH:18])[CH2:14][C@@H:13]2[CH2:19][OH:20])[CH2:10][CH2:9][C@@:8]2([CH3:22])[C@H:4]1[CH2:5][CH2:6][C@:7]2([C:24]1[O:25][CH:26]=[CH:27][CH:28]=1)O.O.C1(C)C=CC(S(O)(=O)=O)=CC=1, predict the reaction product.